From a dataset of Catalyst prediction with 721,799 reactions and 888 catalyst types from USPTO. Predict which catalyst facilitates the given reaction. (1) The catalyst class is: 41. Reactant: C(OC([NH:8][C@H:9]1[CH2:14][CH2:13][CH2:12][CH2:11][C@H:10]1[NH:15][C:16]1[N:21]=[C:20]([C:22]2[CH:23]=[N:24][N:25]([CH3:27])[CH:26]=2)[C:19]2[C:28](=[O:38])[N:29](C(OC(C)(C)C)=O)[CH2:30][C:18]=2[C:17]=1[F:39])=O)(C)(C)C.Cl. Product: [NH2:8][C@H:9]1[CH2:14][CH2:13][CH2:12][CH2:11][C@H:10]1[NH:15][C:16]1[N:21]=[C:20]([C:22]2[CH:23]=[N:24][N:25]([CH3:27])[CH:26]=2)[C:19]2[C:28](=[O:38])[NH:29][CH2:30][C:18]=2[C:17]=1[F:39]. (2) Reactant: [Si:1]([O:8][CH2:9][C@H:10]([OH:30])[C@H:11]([NH:22][C:23](=[O:29])[O:24][C:25]([CH3:28])([CH3:27])[CH3:26])[C:12]1[CH:17]=[CH:16][C:15]([C:18]([F:21])([F:20])[F:19])=[CH:14][CH:13]=1)([C:4]([CH3:7])([CH3:6])[CH3:5])([CH3:3])[CH3:2].[CH3:31][S:32](Cl)(=[O:34])=[O:33].O. Product: [CH3:31][S:32]([O:30][C@@H:10]([CH2:9][O:8][Si:1]([C:4]([CH3:7])([CH3:6])[CH3:5])([CH3:3])[CH3:2])[C@H:11]([NH:22][C:23]([O:24][C:25]([CH3:28])([CH3:27])[CH3:26])=[O:29])[C:12]1[CH:13]=[CH:14][C:15]([C:18]([F:21])([F:19])[F:20])=[CH:16][CH:17]=1)(=[O:34])=[O:33]. The catalyst class is: 172. (3) Reactant: Cl[C:2]([O:4][CH:5]([Cl:7])[CH3:6])=[O:3].N1C=CC=CC=1.[F:14][C@H:15]1[CH2:20][CH2:19][CH2:18][CH2:17][C@@H:16]1[OH:21].CC1(C)C2(CS(O)(=O)=O)C(CC1CC2)=O. Product: [F:14][C@H:15]1[CH2:20][CH2:19][CH2:18][CH2:17][C@@H:16]1[O:21][C:2](=[O:3])[O:4][CH:5]([Cl:7])[CH3:6]. The catalyst class is: 4. (4) Reactant: [CH3:1][O:2][C:3](=[O:12])[CH2:4][C:5]1[CH:10]=[CH:9][C:8](Br)=[CH:7][CH:6]=1.C1(P(C2CCCCC2)C2C=CC=CC=2C2C(OC)=CC=CC=2OC)CCCCC1.P([O-])([O-])([O-])=O.[K+].[K+].[K+].[CH2:50]([C:52]([C:74]1[CH:79]=[CH:78][C:77](B2OC(C)(C)C(C)(C)O2)=[C:76]([CH3:89])[CH:75]=1)([C:55]1[CH:60]=[CH:59][C:58]([C:61]#[C:62][C:63]([CH2:71][CH3:72])([O:66][Si:67]([CH3:70])([CH3:69])[CH3:68])[CH2:64][CH3:65])=[C:57]([CH3:73])[CH:56]=1)[CH2:53][CH3:54])[CH3:51].C(=O)(O)[O-].[Na+]. Product: [CH3:1][O:2][C:3](=[O:12])[CH2:4][C:5]1[CH:10]=[CH:9][C:8]([C:77]2[CH:78]=[CH:79][C:74]([C:52]([CH2:53][CH3:54])([C:55]3[CH:60]=[CH:59][C:58]([C:61]#[C:62][C:63]([CH2:71][CH3:72])([O:66][Si:67]([CH3:68])([CH3:69])[CH3:70])[CH2:64][CH3:65])=[C:57]([CH3:73])[CH:56]=3)[CH2:50][CH3:51])=[CH:75][C:76]=2[CH3:89])=[CH:7][CH:6]=1. The catalyst class is: 493. (5) Reactant: [O:1]=[C:2]1[NH:10]/[C:9](=[N:11]\[N:12]=[CH:13][C:14]2[CH:19]=[CH:18][CH:17]=[CH:16][CH:15]=2)/[N:8]([CH2:20][CH2:21][CH2:22][CH2:23][CH3:24])[C:7]2[N:6]=[CH:5][NH:4][C:3]1=2. The catalyst class is: 15. Product: [CH2:20]([N:8]1[C:7]2[N:6]=[CH:5][NH:4][C:3]=2[C:2](=[O:1])[N:10]2[C:13]([C:14]3[CH:15]=[CH:16][CH:17]=[CH:18][CH:19]=3)=[N:12][N:11]=[C:9]12)[CH2:21][CH2:22][CH2:23][CH3:24]. (6) Reactant: [OH:1][CH:2]([C:5]1[CH:6]=[C:7]([C:17]([NH:19][CH2:20][C:21]2[C:22](=[O:29])[NH:23][C:24]([CH3:28])=[CH:25][C:26]=2[CH3:27])=[O:18])[C:8]2[CH:13]=[N:12][N:11]([CH:14]([CH3:16])[CH3:15])[C:9]=2[N:10]=1)CO. Product: [CH3:27][C:26]1[CH:25]=[C:24]([CH3:28])[NH:23][C:22](=[O:29])[C:21]=1[CH2:20][NH:19][C:17]([C:7]1[C:8]2[CH:13]=[N:12][N:11]([CH:14]([CH3:16])[CH3:15])[C:9]=2[N:10]=[C:5]([CH:2]=[O:1])[CH:6]=1)=[O:18]. The catalyst class is: 20. (7) Reactant: [Br:1][C:2]1[CH:3]=[CH:4][C:5]([CH3:8])=[N:6][CH:7]=1.OO.C([O-])([O-])=[O:12].[K+].[K+]. Product: [Br:1][C:2]1[CH:3]=[CH:4][C:5]([CH3:8])=[N+:6]([O-:12])[CH:7]=1. The catalyst class is: 322.